From a dataset of Forward reaction prediction with 1.9M reactions from USPTO patents (1976-2016). Predict the product of the given reaction. (1) Given the reactants [F-:1].[F-:2].[F-].C(N(CC)CC)C.[B-](F)(F)(F)F.CCN([S+](F)F)CC.[Br:24][C:25]1[C:30]([CH:31]=O)=[CH:29][C:28]([Br:33])=[CH:27][N:26]=1, predict the reaction product. The product is: [Br:24][C:25]1[C:30]([CH:31]([F:2])[F:1])=[CH:29][C:28]([Br:33])=[CH:27][N:26]=1. (2) Given the reactants [CH2:1]([O:8][C:9]1[C:10]([NH:17][C:18]2[S:19][CH:20]=[C:21]([CH3:23])[N:22]=2)=[N:11][CH:12]=[C:13]([S:15][CH3:16])[CH:14]=1)[C:2]1[CH:7]=[CH:6][CH:5]=[CH:4][CH:3]=1.C1C=C([Cl:30])C=C(C(OO)=[O:32])C=1.Cl, predict the reaction product. The product is: [ClH:30].[CH2:1]([O:8][C:9]1[C:10]([NH:17][C:18]2[S:19][CH:20]=[C:21]([CH3:23])[N:22]=2)=[N:11][CH:12]=[C:13]([S:15]([CH3:16])=[O:32])[CH:14]=1)[C:2]1[CH:3]=[CH:4][CH:5]=[CH:6][CH:7]=1. (3) Given the reactants [Cl:1][C:2]1[CH:3]=[C:4]([NH:9][C:10]2[C:11]3[CH2:18][C:17](=[O:19])[NH:16][C:12]=3[N:13]=[CH:14][N:15]=2)[CH:5]=[CH:6][C:7]=1[F:8].[CH3:20][C:21]1[C:25]([CH2:26][CH2:27][C:28]([N:30]2[CH2:35][CH2:34][O:33][CH2:32][CH2:31]2)=[O:29])=[C:24]([CH3:36])[NH:23][C:22]=1[CH:37]=O, predict the reaction product. The product is: [Cl:1][C:2]1[CH:3]=[C:4]([NH:9][C:10]2[C:11]3[C:18](=[CH:37][C:22]4[NH:23][C:24]([CH3:36])=[C:25]([CH2:26][CH2:27][C:28]([N:30]5[CH2:35][CH2:34][O:33][CH2:32][CH2:31]5)=[O:29])[C:21]=4[CH3:20])[C:17](=[O:19])[NH:16][C:12]=3[N:13]=[CH:14][N:15]=2)[CH:5]=[CH:6][C:7]=1[F:8]. (4) Given the reactants [CH2:1]([O:8][C:9]1[N:14]=[CH:13][C:12]([C:15]2[CH:23]=[CH:22][C:18]([C:19](O)=[O:20])=[CH:17][CH:16]=2)=[CH:11][CH:10]=1)[C:2]1[CH:7]=[CH:6][CH:5]=[CH:4][CH:3]=1.Cl.[CH3:25][O:26][C:27](=[O:37])[C@H:28]([CH2:30][C:31]1[CH:36]=[CH:35][CH:34]=[CH:33][CH:32]=1)[NH2:29].C(N(CC)CC)C, predict the reaction product. The product is: [CH3:25][O:26][C:27](=[O:37])[CH:28]([NH:29][C:19](=[O:20])[C:18]1[CH:17]=[CH:16][C:15]([C:12]2[CH:13]=[N:14][C:9]([O:8][CH2:1][C:2]3[CH:3]=[CH:4][CH:5]=[CH:6][CH:7]=3)=[CH:10][CH:11]=2)=[CH:23][CH:22]=1)[CH2:30][C:31]1[CH:36]=[CH:35][CH:34]=[CH:33][CH:32]=1. (5) Given the reactants [I-].[Br:2][C:3]1[CH:8]=[C:7]([N+:9]([O-:11])=[O:10])[CH:6]=[CH:5][C:4]=1[C:12]([C:15]1[CH:20]=[CH:19][N+:18]([CH3:21])=[CH:17][CH:16]=1)([CH3:14])[CH3:13].CO.[BH4-].[Na+], predict the reaction product. The product is: [Br:2][C:3]1[CH:8]=[C:7]([N+:9]([O-:11])=[O:10])[CH:6]=[CH:5][C:4]=1[C:12]([C:15]1[CH2:20][CH2:19][N:18]([CH3:21])[CH2:17][CH:16]=1)([CH3:14])[CH3:13]. (6) Given the reactants [Cl:1][C:2]1[C:7]([O:8][CH3:9])=[CH:6][C:5]([O:10][CH3:11])=[CH:4][C:3]=1[C:12]1[C:23](=[O:24])[NH:22][C:15]2[N:16]=[C:17]([S:20][CH3:21])[N:18]=[CH:19][C:14]=2[CH:13]=1.CS(O[CH2:30][C:31]([CH3:42])([C:33]1[CH:38]=[CH:37][C:36]([N+:39]([O-:41])=[O:40])=[CH:35][CH:34]=1)[CH3:32])(=O)=O.C([O-])([O-])=O.[K+].[K+].O, predict the reaction product. The product is: [Cl:1][C:2]1[C:7]([O:8][CH3:9])=[CH:6][C:5]([O:10][CH3:11])=[CH:4][C:3]=1[C:12]1[C:23](=[O:24])[N:22]([CH2:32][C:31]([CH3:42])([C:33]2[CH:38]=[CH:37][C:36]([N+:39]([O-:41])=[O:40])=[CH:35][CH:34]=2)[CH3:30])[C:15]2[N:16]=[C:17]([S:20][CH3:21])[N:18]=[CH:19][C:14]=2[CH:13]=1. (7) Given the reactants [Cl:1][C:2]1[CH:7]=[CH:6][C:5]([C:8]2[O:9][C:10]3[CH:21]=[C:20]([N+:22]([O-:24])=[O:23])[C:19]([OH:25])=[CH:18][C:11]=3[C:12]=2[C:13]([O:15][CH2:16][CH3:17])=[O:14])=[CH:4][CH:3]=1.[F:26][C:27]([F:40])([F:39])[S:28](O[S:28]([C:27]([F:40])([F:39])[F:26])(=[O:30])=[O:29])(=[O:30])=[O:29], predict the reaction product. The product is: [Cl:1][C:2]1[CH:3]=[CH:4][C:5]([C:8]2[O:9][C:10]3[CH:21]=[C:20]([N+:22]([O-:24])=[O:23])[C:19]([O:25][S:28]([C:27]([F:40])([F:39])[F:26])(=[O:30])=[O:29])=[CH:18][C:11]=3[C:12]=2[C:13]([O:15][CH2:16][CH3:17])=[O:14])=[CH:6][CH:7]=1. (8) Given the reactants [C:1]1([CH3:10])[CH:6]=[CH:5][CH:4]=[CH:3][C:2]=1[CH2:7][CH2:8][NH2:9].[CH:11]1([CH:14]=O)[CH2:13][CH2:12]1, predict the reaction product. The product is: [CH:11]1([CH2:14][NH:9][CH2:8][CH2:7][C:2]2[CH:3]=[CH:4][CH:5]=[CH:6][C:1]=2[CH3:10])[CH2:13][CH2:12]1. (9) Given the reactants Cl[C:2]1[N:7]=[CH:6][N:5]=[C:4]([NH:8][C:9]2[CH:14]=[CH:13][CH:12]=[C:11]([CH2:15][S:16]([CH3:19])(=[O:18])=[O:17])[CH:10]=2)[N:3]=1.[Cl:20][C:21]1[CH:26]=[CH:25][C:24](B(O)O)=[C:23]([O:30][CH3:31])[CH:22]=1, predict the reaction product. The product is: [Cl:20][C:21]1[CH:26]=[CH:25][C:24]([C:2]2[N:7]=[CH:6][N:5]=[C:4]([NH:8][C:9]3[CH:14]=[CH:13][CH:12]=[C:11]([CH2:15][S:16]([CH3:19])(=[O:18])=[O:17])[CH:10]=3)[N:3]=2)=[C:23]([O:30][CH3:31])[CH:22]=1.